Dataset: Full USPTO retrosynthesis dataset with 1.9M reactions from patents (1976-2016). Task: Predict the reactants needed to synthesize the given product. The reactants are: [Cl:1][C:2]1[S:6][C:5]([C:7]([O:9][CH3:10])=[O:8])=[CH:4][C:3]=1[C:11]1[N:15]([CH3:16])[N:14]=[CH:13][CH:12]=1.O.[B-](F)(F)(F)[F:19].[B-](F)(F)(F)F.C1[N+]2(CCl)CC[N+](F)(CC2)C1. Given the product [Cl:1][C:2]1[S:6][C:5]([C:7]([O:9][CH3:10])=[O:8])=[CH:4][C:3]=1[C:11]1[N:15]([CH3:16])[N:14]=[CH:13][C:12]=1[F:19], predict the reactants needed to synthesize it.